From a dataset of HIV replication inhibition screening data with 41,000+ compounds from the AIDS Antiviral Screen. Binary Classification. Given a drug SMILES string, predict its activity (active/inactive) in a high-throughput screening assay against a specified biological target. (1) The result is 0 (inactive). The molecule is COC(=O)c1c2c(cc3c1CC1(Cc4cc5c(cc4C1=O)CCC5)C3)CCC2. (2) The molecule is CCOC(=O)NC(NCC(O)c1ccccc1)(C(F)(F)F)C(F)(F)F. The result is 0 (inactive).